From a dataset of Reaction yield outcomes from USPTO patents with 853,638 reactions. Predict the reaction yield, written as a fraction of the theoretical maximum amount of product (1.0 means a 100% yield; for example, 0.34 means a 34% yield). No catalyst specified. The reactants are Cl[C:2]1[NH:10][C:9]2[C:4](=[N:5][CH:6]=[CH:7][CH:8]=2)[C:3]=1[C:11]#[N:12].[CH2:13]([NH:16][CH2:17][CH2:18][OH:19])[CH2:14][CH3:15]. The product is [OH:19][CH2:18][CH2:17][N:16]([CH2:13][CH2:14][CH3:15])[C:2]1[NH:10][C:9]2[C:4](=[N:5][CH:6]=[CH:7][CH:8]=2)[C:3]=1[C:11]#[N:12]. The yield is 0.0400.